This data is from Forward reaction prediction with 1.9M reactions from USPTO patents (1976-2016). The task is: Predict the product of the given reaction. (1) Given the reactants Br[C:2]1[CH:3]=[C:4]([CH:8]=[O:9])[S:5][C:6]=1Br.CN1CCC[C:12]1=[O:16].[CH3:17]C(C1C=C(C(C)C)C(C2C=CC=CC=2P(C2CCCCC2)C2CCCCC2)=C(C(C)C)C=1)C, predict the reaction product. The product is: [S:5]1[C:4]2[CH2:8][O:9][CH2:17][C:3]=2[CH:2]=[C:6]1[CH:12]=[O:16]. (2) Given the reactants [OH:1][C:2]1[CH:9]=[CH:8][C:5]([CH2:6][OH:7])=[CH:4][C:3]=1[C:10]1[CH:15]=[CH:14][C:13]([O:16][CH3:17])=[CH:12][CH:11]=1, predict the reaction product. The product is: [OH:1][C:2]1[CH:9]=[CH:8][C:5]([CH:6]=[O:7])=[CH:4][C:3]=1[C:10]1[CH:15]=[CH:14][C:13]([O:16][CH3:17])=[CH:12][CH:11]=1. (3) Given the reactants [C:1]([N:8]1[CH2:13][CH2:12][NH:11][CH2:10][CH2:9]1)([O:3][C:4]([CH3:7])([CH3:6])[CH3:5])=[O:2].C([O-])([O-])=O.[Cs+].[Cs+].C1(P(C2C=CC=CC=2)C2C=CC3C(=CC=CC=3)C=2C2C3C(=CC=CC=3)C=CC=2P(C2C=CC=CC=2)C2C=CC=CC=2)C=CC=CC=1.Br[C:67]1[CH:68]=[CH:69][C:70]([N+:78]([O-:80])=[O:79])=[C:71]([CH:77]=1)[CH2:72][NH:73][C:74](=[O:76])[CH3:75], predict the reaction product. The product is: [C:74]([NH:73][CH2:72][C:71]1[CH:77]=[C:67]([N:11]2[CH2:10][CH2:9][N:8]([C:1]([O:3][C:4]([CH3:7])([CH3:6])[CH3:5])=[O:2])[CH2:13][CH2:12]2)[CH:68]=[CH:69][C:70]=1[N+:78]([O-:80])=[O:79])(=[O:76])[CH3:75]. (4) Given the reactants [CH:1]12[O:8][CH:5]([CH2:6][CH2:7]1)[CH2:4][N:3]([C:9]1[N:14]=[C:13]([C:15]3[CH:20]=[CH:19][C:18]([NH:21][C:22](=[O:24])[CH3:23])=[CH:17][CH:16]=3)[N:12]=[C:11]3[N:25](C4CCCCO4)[N:26]=[CH:27][C:10]=13)[CH2:2]2.Cl, predict the reaction product. The product is: [CH:1]12[O:8][CH:5]([CH2:6][CH2:7]1)[CH2:4][N:3]([C:9]1[N:14]=[C:13]([C:15]3[CH:16]=[CH:17][C:18]([NH:21][C:22](=[O:24])[CH3:23])=[CH:19][CH:20]=3)[N:12]=[C:11]3[NH:25][N:26]=[CH:27][C:10]=13)[CH2:2]2.